Predict which catalyst facilitates the given reaction. From a dataset of Catalyst prediction with 721,799 reactions and 888 catalyst types from USPTO. (1) Reactant: [CH:1](=O)[C:2]1[CH:7]=[CH:6][CH:5]=[CH:4][CH:3]=1.[NH2:9][CH2:10][CH2:11][C:12]1[CH:17]=[CH:16][C:15]([OH:18])=[CH:14][CH:13]=1.[BH4-].[Na+]. Product: [CH2:1]([NH:9][CH2:10][CH2:11][C:12]1[CH:17]=[CH:16][C:15]([OH:18])=[CH:14][CH:13]=1)[C:2]1[CH:7]=[CH:6][CH:5]=[CH:4][CH:3]=1. The catalyst class is: 5. (2) Reactant: [CH2:1]([O:3][C:4]1[C:13]2[C:8](=[CH:9][CH:10]=[C:11]([CH:14]=O)[CH:12]=2)[N:7]=[CH:6][C:5]=1[C:16]#[N:17])[CH3:2].COC1C=CC(/C=[C:33]2/[C:34]([NH:36][C:37]([S:39]/2)=[NH:38])=[O:35])=CC=1OC1CCCC1.C([O-])(=O)C.[Na+]. Product: [NH2:38][C:37]1[S:39]/[C:33](=[CH:14]\[C:11]2[CH:12]=[C:13]3[C:8](=[CH:9][CH:10]=2)[N:7]=[CH:6][C:5]([C:16]#[N:17])=[C:4]3[O:3][CH2:1][CH3:2])/[C:34](=[O:35])[N:36]=1. The catalyst class is: 15. (3) Reactant: C([O:4][CH2:5][CH2:6][C:7]1[CH:12]=[CH:11][C:10]([C:13](=[O:15])[CH3:14])=[CH:9][C:8]=1[Cl:16])(=O)C.Cl. Product: [Cl:16][C:8]1[CH:9]=[C:10]([C:13](=[O:15])[CH3:14])[CH:11]=[CH:12][C:7]=1[CH2:6][CH2:5][OH:4]. The catalyst class is: 5. (4) Reactant: [CH3:1][C:2]1([CH3:18])[C:6]([CH3:8])([CH3:7])[O:5][B:4]([C:9]2[CH:17]=[CH:16][C:12]([C:13]([NH2:15])=[O:14])=[CH:11][CH:10]=2)[O:3]1.Br[C:20]1[CH:25]=[C:24]([CH:26]([F:28])[F:27])[CH:23]=[CH:22][N:21]=1.CC(C1C=C(C(C)C)C(C2C=CC=CC=2P(C2CCCCC2)C2CCCCC2)=C(C(C)C)C=1)C.C([O-])([O-])=O.[Cs+].[Cs+]. Product: [F:27][CH:26]([F:28])[C:24]1[CH:23]=[CH:22][N:21]=[C:20]([NH:15][C:13](=[O:14])[C:12]2[CH:16]=[CH:17][C:9]([B:4]3[O:3][C:2]([CH3:18])([CH3:1])[C:6]([CH3:7])([CH3:8])[O:5]3)=[CH:10][CH:11]=2)[CH:25]=1. The catalyst class is: 12. (5) Reactant: [Cl:1][C:2]1[CH:7]=[CH:6][C:5]([C@@:8]2([O:19][CH3:20])[C@H:13]([OH:14])[C@@H:12]([OH:15])[C@H:11]([OH:16])[C@@H:10]([CH2:17][OH:18])[O:9]2)=[CH:4][C:3]=1[CH2:21][C:22]1[CH:27]=[CH:26][C:25]([O:28][CH2:29][C:30]([F:33])([F:32])[F:31])=[CH:24][CH:23]=1.[CH3:34][C:35]([Si:38](Cl)([CH3:40])[CH3:39])([CH3:37])[CH3:36].N1C=CC=CC=1. Product: [Si:38]([O:18][CH2:17][C@H:10]1[O:9][C@:8]([C:5]2[CH:6]=[CH:7][C:2]([Cl:1])=[C:3]([CH2:21][C:22]3[CH:27]=[CH:26][C:25]([O:28][CH2:29][C:30]([F:33])([F:31])[F:32])=[CH:24][CH:23]=3)[CH:4]=2)([O:19][CH3:20])[C@H:13]([OH:14])[C@@H:12]([OH:15])[C@@H:11]1[OH:16])([C:35]([CH3:37])([CH3:36])[CH3:34])([CH3:40])[CH3:39]. The catalyst class is: 239. (6) Product: [NH2:23][C:20]1[N:19]=[C:18]([CH3:24])[C:17]([C:6]2[N:5]=[C:4]3[C:9]([N:10]=[C:2]([N:32]4[CH2:33][CH2:34][CH:30]([NH:29][S:42]([CH3:45])(=[O:44])=[O:43])[CH2:31]4)[N:3]3[CH2:25][CH:26]3[CH2:28][CH2:27]3)=[C:8]([N:11]3[CH2:16][CH2:15][O:14][CH2:13][CH2:12]3)[N:7]=2)=[CH:22][N:21]=1. The catalyst class is: 60. Reactant: Cl[C:2]1[N:3]([CH2:25][CH:26]2[CH2:28][CH2:27]2)[C:4]2[C:9]([N:10]=1)=[C:8]([N:11]1[CH2:16][CH2:15][O:14][CH2:13][CH2:12]1)[N:7]=[C:6]([C:17]1[C:18]([CH3:24])=[N:19][C:20]([NH2:23])=[N:21][CH:22]=1)[N:5]=2.[NH2:29][CH:30]1[CH2:34][CH2:33][NH:32][CH2:31]1.C(N(CC)CC)C.[S:42](Cl)([CH3:45])(=[O:44])=[O:43]. (7) The catalyst class is: 8. Reactant: [CH2:1]([N:5]([CH2:29][CH2:30][CH2:31][CH3:32])[C:6]1[CH:11]=[CH:10][C:9]([CH:12]=[CH:13][C:14]2[CH2:19][C:18]([CH3:21])([CH3:20])[CH2:17][C:16](=[CH:22][CH:23]=O)[C:15]=2[O:25][CH3:26])=[C:8]([O:27][CH3:28])[CH:7]=1)[CH2:2][CH2:3][CH3:4].[C:33]([C:35]1[C:36](=[C:46]([C:49]#[N:50])[C:47]#[N:48])[O:37][C:38]([CH3:45])([C:41]([F:44])([F:43])[F:42])[C:39]=1[CH3:40])#[N:34]. Product: [CH2:29]([N:5]([CH2:1][CH2:2][CH2:3][CH3:4])[C:6]1[CH:11]=[CH:10][C:9]([CH:12]=[CH:13][C:14]2[CH2:19][C:18]([CH3:21])([CH3:20])[CH2:17][C:16](=[CH:22][CH:23]=[CH:40][C:39]3[C:38]([CH3:45])([C:41]([F:44])([F:42])[F:43])[O:37][C:36](=[C:46]([C:47]#[N:48])[C:49]#[N:50])[C:35]=3[C:33]#[N:34])[C:15]=2[O:25][CH3:26])=[C:8]([O:27][CH3:28])[CH:7]=1)[CH2:30][CH2:31][CH3:32].